This data is from Reaction yield outcomes from USPTO patents with 853,638 reactions. The task is: Predict the reaction yield, written as a fraction of the theoretical maximum amount of product (1.0 means a 100% yield; for example, 0.34 means a 34% yield). (1) The reactants are [CH3:1][O:2][C:3]1[CH:4]=[C:5](/[CH:16]=[CH:17]/[C:18]([C:20]2[CH:25]=[CH:24][C:23]([NH:26][S:27]([CH3:30])(=[O:29])=[O:28])=[CH:22][CH:21]=2)=[O:19])[CH:6]=[C:7]([C:11]2[S:12][CH:13]=[CH:14][CH:15]=2)[C:8]=1[O:9][CH3:10].[C:31](=O)([O-])[O-].[K+].[K+].CI. The catalyst is CN(C=O)C.O. The product is [CH3:1][O:2][C:3]1[CH:4]=[C:5](/[CH:16]=[CH:17]/[C:18]([C:20]2[CH:25]=[CH:24][C:23]([N:26]([CH3:31])[S:27]([CH3:30])(=[O:28])=[O:29])=[CH:22][CH:21]=2)=[O:19])[CH:6]=[C:7]([C:11]2[S:12][CH:13]=[CH:14][CH:15]=2)[C:8]=1[O:9][CH3:10]. The yield is 0.450. (2) The reactants are [N:1]([CH2:4][C@H:5]([CH:29]1[CH2:31][CH2:30]1)[C@H:6]([C@H:15]1[CH2:19][O:18]C(C)(C)[N:16]1[C:22]([O:24][C:25]([CH3:28])([CH3:27])[CH3:26])=[O:23])[O:7][Si:8]([C:11]([CH3:14])([CH3:13])[CH3:12])([CH3:10])[CH3:9])=[N+:2]=[N-:3].C(O)(C(F)(F)F)=O.CCN(C(C)C)C(C)C.CC(OC(OC(OC(C)(C)C)=O)=O)(C)C. The catalyst is CO. The product is [N:1]([CH2:4][C@H:5]([CH:29]1[CH2:30][CH2:31]1)[C@@H:6]([O:7][Si:8]([C:11]([CH3:14])([CH3:13])[CH3:12])([CH3:10])[CH3:9])[C@H:15]([NH:16][C:22](=[O:23])[O:24][C:25]([CH3:28])([CH3:26])[CH3:27])[CH2:19][OH:18])=[N+:2]=[N-:3]. The yield is 0.540. (3) The reactants are Cl[C:2]1[C:11]2[C:6](=[CH:7][CH:8]=[CH:9][CH:10]=2)[N:5]=[CH:4][CH:3]=1.[CH2:12]([CH2:14][NH2:15])[OH:13]. No catalyst specified. The product is [OH:13][CH2:12][CH2:14][NH:15][C:2]1[C:11]2[C:6](=[CH:7][CH:8]=[CH:9][CH:10]=2)[N:5]=[CH:4][CH:3]=1. The yield is 1.00.